Dataset: Volume of distribution at steady state (VDss) regression data from Lombardo et al.. Task: Regression/Classification. Given a drug SMILES string, predict its absorption, distribution, metabolism, or excretion properties. Task type varies by dataset: regression for continuous measurements (e.g., permeability, clearance, half-life) or binary classification for categorical outcomes (e.g., BBB penetration, CYP inhibition). For this dataset (vdss_lombardo), we predict log10(VDss) (log10 of volume of distribution in L/kg). The drug is O=C(NC1CCC(c2cccc(F)c2F)CN(CC(F)(F)F)C1=O)N1CCC(n2c(=O)[nH]c3ncccc32)CC1. The log10(VDss) is -0.0700.